From a dataset of NCI-60 drug combinations with 297,098 pairs across 59 cell lines. Regression. Given two drug SMILES strings and cell line genomic features, predict the synergy score measuring deviation from expected non-interaction effect. (1) Synergy scores: CSS=10.8, Synergy_ZIP=10.2, Synergy_Bliss=15.0, Synergy_Loewe=16.2, Synergy_HSA=15.2. Drug 1: CC12CCC(CC1=CCC3C2CCC4(C3CC=C4C5=CN=CC=C5)C)O. Cell line: SN12C. Drug 2: CC1C(C(=O)NC(C(=O)N2CCCC2C(=O)N(CC(=O)N(C(C(=O)O1)C(C)C)C)C)C(C)C)NC(=O)C3=C4C(=C(C=C3)C)OC5=C(C(=O)C(=C(C5=N4)C(=O)NC6C(OC(=O)C(N(C(=O)CN(C(=O)C7CCCN7C(=O)C(NC6=O)C(C)C)C)C)C(C)C)C)N)C. (2) Drug 1: C1C(C(OC1N2C=C(C(=O)NC2=O)F)CO)O. Drug 2: CC1=C(C(=CC=C1)Cl)NC(=O)C2=CN=C(S2)NC3=CC(=NC(=N3)C)N4CCN(CC4)CCO. Cell line: NCI/ADR-RES. Synergy scores: CSS=5.21, Synergy_ZIP=-1.69, Synergy_Bliss=1.78, Synergy_Loewe=-5.62, Synergy_HSA=-0.429. (3) Drug 2: COCCOC1=C(C=C2C(=C1)C(=NC=N2)NC3=CC=CC(=C3)C#C)OCCOC.Cl. Synergy scores: CSS=15.0, Synergy_ZIP=2.85, Synergy_Bliss=5.20, Synergy_Loewe=8.68, Synergy_HSA=9.30. Cell line: A549. Drug 1: CS(=O)(=O)OCCCCOS(=O)(=O)C.